Dataset: Reaction yield outcomes from USPTO patents with 853,638 reactions. Task: Predict the reaction yield, written as a fraction of the theoretical maximum amount of product (1.0 means a 100% yield; for example, 0.34 means a 34% yield). (1) The reactants are [N:1]1([CH2:6][C:7]2[CH:8]=[C:9](Br)[C:10]([O:13][CH:14](F)F)=[N:11][CH:12]=2)[CH:5]=[N:4][CH:3]=[N:2]1.CC(C)([O-])C.[Na+].C1(P(C2CCCCC2)C2C=CC=CC=2C2C=CC=CC=2N(C)C)CCCCC1.[Cl:52][C:53]1[CH:54]=[N:55][NH:56][CH:57]=1. The catalyst is C1(C)C=CC=CC=1.C1C=CC(/C=C/C(/C=C/C2C=CC=CC=2)=O)=CC=1.C1C=CC(/C=C/C(/C=C/C2C=CC=CC=2)=O)=CC=1.C1C=CC(/C=C/C(/C=C/C2C=CC=CC=2)=O)=CC=1.[Pd].[Pd]. The product is [N:1]1([CH2:6][C:7]2[CH:8]=[C:9]([N:55]3[CH:54]=[C:53]([Cl:52])[CH:57]=[N:56]3)[C:10]([O:13][CH3:14])=[N:11][CH:12]=2)[CH:5]=[N:4][CH:3]=[N:2]1. The yield is 0.460. (2) The catalyst is C(Cl)(Cl)Cl.O.C(OCC)(=O)C. The reactants are [Cl:1][C:2]1[CH:3]=[C:4]([CH:9]([N:15]2[N:19]=[N:18][CH:17]=[N:16]2)[CH2:10][CH2:11][N:12](C)[CH3:13])[CH:5]=[CH:6][C:7]=1[Cl:8].C(OC(Cl)=O)C.C([O-])(O)=O.[Na+].[OH-].[K+]. The yield is 0.800. The product is [Cl:1][C:2]1[CH:3]=[C:4]([CH:9]([N:15]2[N:19]=[N:18][CH:17]=[N:16]2)[CH2:10][CH2:11][NH:12][CH3:13])[CH:5]=[CH:6][C:7]=1[Cl:8]. (3) The reactants are [F:1][C:2]1[CH:3]=[C:4]([CH2:9][C:10]([OH:12])=O)[CH:5]=[C:6]([F:8])[CH:7]=1.Cl.[CH3:14][O:15][C:16](=[O:20])[C@H:17]([CH3:19])[NH2:18].C1C=CC2N(O)N=NC=2C=1.CN1CCOCC1.CCN=C=NCCCN(C)C.Cl. The product is [CH3:14][O:15][C:16](=[O:20])[C@H:17]([CH3:19])[NH:18][C:10](=[O:12])[CH2:9][C:4]1[CH:5]=[C:6]([F:8])[CH:7]=[C:2]([F:1])[CH:3]=1. The yield is 0.880. The catalyst is ClCCl.C(OCC)(=O)C. (4) The reactants are [CH2:1]([O:8][C:9]1[CH:14]=[C:13]([O:15][CH2:16][C:17]2[CH:22]=[CH:21][CH:20]=[CH:19][CH:18]=2)[C:12]([CH:23]([CH3:25])[CH3:24])=[CH:11][C:10]=1[C:26]1[O:30][N:29]=[C:28]([C:31]([NH:33][CH2:34][CH3:35])=[O:32])[C:27]=1[C:36]1[O:40][N:39]=[C:38]([CH:41]=O)[CH:37]=1)[C:2]1[CH:7]=[CH:6][CH:5]=[CH:4][CH:3]=1.Cl.[NH2:44][OH:45]. No catalyst specified. The product is [CH2:1]([O:8][C:9]1[CH:14]=[C:13]([O:15][CH2:16][C:17]2[CH:18]=[CH:19][CH:20]=[CH:21][CH:22]=2)[C:12]([CH:23]([CH3:25])[CH3:24])=[CH:11][C:10]=1[C:26]1[O:30][N:29]=[C:28]([C:31]([NH:33][CH2:34][CH3:35])=[O:32])[C:27]=1[C:36]1[O:40][N:39]=[C:38]([CH:41]=[N:44][OH:45])[CH:37]=1)[C:2]1[CH:7]=[CH:6][CH:5]=[CH:4][CH:3]=1. The yield is 0.860. (5) The reactants are [Cl:1][C:2]1[N:7]=[C:6]([O:8][CH2:9][CH2:10][O:11][CH3:12])[N:5]=[C:4]([O:13][CH2:14][CH2:15][O:16][CH3:17])[N:3]=1.[CH3:18][N:19]1[CH2:24][CH2:23][O:22][CH2:21][CH2:20]1. The catalyst is O1CCCC1. The product is [Cl-:1].[CH3:17][O:16][CH2:15][CH2:14][O:13][C:4]1[N:5]=[C:6]([O:8][CH2:9][CH2:10][O:11][CH3:12])[N:7]=[C:2]([N+:19]2([CH3:18])[CH2:24][CH2:23][O:22][CH2:21][CH2:20]2)[N:3]=1. The yield is 0.340. (6) The reactants are [O:1]([C:14]1[CH:19]=[C:18]([CH2:20][OH:21])[CH:17]=[CH:16][C:15]=1[CH2:22][C:23]1[CH:28]=[CH:27][C:26]([CH2:29][CH3:30])=[CH:25][CH:24]=1)[C@@H:2]1[O:10][C@H:9]([C@H:11]([CH3:13])[OH:12])[C@@H:7]([OH:8])[C@H:5]([OH:6])[C@H:3]1[OH:4].[C:31](Cl)(=[O:33])[CH3:32].CO.Cl. The catalyst is CC1C=C(C)C=C(C)N=1.C(Cl)Cl. The product is [O:1]([C:14]1[CH:19]=[C:18]([CH2:20][O:21][C:31](=[O:33])[CH3:32])[CH:17]=[CH:16][C:15]=1[CH2:22][C:23]1[CH:24]=[CH:25][C:26]([CH2:29][CH3:30])=[CH:27][CH:28]=1)[C@@H:2]1[O:10][C@H:9]([C@H:11]([CH3:13])[OH:12])[C@@H:7]([OH:8])[C@H:5]([OH:6])[C@H:3]1[OH:4]. The yield is 0.856. (7) The reactants are S([O-])(O[O-])(=O)=[O:2].[K+].[K+].[CH:9]([O:12][C:13]1[N:18]=[CH:17][C:16](B2OC(C)(C)C(C)(C)O2)=[CH:15][N:14]=1)([CH3:11])[CH3:10]. The catalyst is CC(C)=O.C(OCC)C. The product is [CH:9]([O:12][C:13]1[N:18]=[CH:17][C:16]([OH:2])=[CH:15][N:14]=1)([CH3:11])[CH3:10]. The yield is 0.340.